Task: Predict the reaction yield, written as a fraction of the theoretical maximum amount of product (1.0 means a 100% yield; for example, 0.34 means a 34% yield).. Dataset: Reaction yield outcomes from USPTO patents with 853,638 reactions (1) The reactants are [CH:1]1[CH:2]=[CH:3][C:4]([C@H:7]([NH2:11])[C:8]([OH:10])=[O:9])=[CH:5][CH:6]=1.[CH:12]1(O)[CH2:16][CH2:15][CH2:14][CH2:13]1.[C:18]1([CH3:28])[CH:23]=[CH:22][C:21]([S:24]([OH:27])(=[O:26])=[O:25])=[CH:20][CH:19]=1. The catalyst is C1CCCCC1. The product is [CH3:28][C:18]1[CH:19]=[CH:20][C:21]([S:24]([O-:27])(=[O:26])=[O:25])=[CH:22][CH:23]=1.[CH:12]1([O:9][C:8](=[O:10])[C@H:7]([C:4]2[CH:3]=[CH:2][CH:1]=[CH:6][CH:5]=2)[NH3+:11])[CH2:16][CH2:15][CH2:14][CH2:13]1. The yield is 0.850. (2) The product is [CH:6]12[S:1][CH:2]([CH2:8][CH2:9]1)[CH2:3][C:4](=[O:7])[CH2:5]2. The reactants are [S:1]1[CH2:6][CH2:5][C:4](=[O:7])[CH2:3][CH2:2]1.[C:8]1(C)C=CC(S(O)(=O)=O)=C[CH:9]=1. The yield is 0.930. The catalyst is C1(C)C=CC=CC=1. (3) The reactants are [NH2:1][C:2]1[CH:15]=[CH:14][C:5]2[N:6]([C:11](=[O:13])[CH3:12])[CH2:7][CH2:8][CH2:9][O:10][C:4]=2[CH:3]=1.Cl[C:17]1[N:22]=[C:21]([NH:23][C:24]2[C:35]([F:36])=[CH:34][CH:33]=[CH:32][C:25]=2[C:26]([NH:28][CH2:29][C:30]#[CH:31])=[O:27])[C:20]([Cl:37])=[CH:19][N:18]=1.C12(CS(O)(=O)=O)C(C)(C)C(CC1)CC2=O.C(=O)([O-])[O-]. The catalyst is C(O)(C)C. The product is [C:11]([N:6]1[C:5]2[CH:14]=[CH:15][C:2]([NH:1][C:17]3[N:22]=[C:21]([NH:23][C:24]4[C:35]([F:36])=[CH:34][CH:33]=[CH:32][C:25]=4[C:26]([NH:28][CH2:29][C:30]#[CH:31])=[O:27])[C:20]([Cl:37])=[CH:19][N:18]=3)=[CH:3][C:4]=2[O:10][CH2:9][CH2:8][CH2:7]1)(=[O:13])[CH3:12]. The yield is 0.600. (4) The reactants are C(OC(=O)[NH:7][C@H:8]1[CH2:12][CH2:11][N:10]([C:13]2[C:14]3[N:15]([N:19]=[CH:20][CH:21]=3)[CH:16]=[CH:17][N:18]=2)[CH2:9]1)(C)(C)C.Cl. The catalyst is O1CCOCC1. The product is [N:19]1[N:15]2[CH:16]=[CH:17][N:18]=[C:13]([N:10]3[CH2:11][CH2:12][C@H:8]([NH2:7])[CH2:9]3)[C:14]2=[CH:21][CH:20]=1. The yield is 1.00. (5) The reactants are [CH2:1]([N:3]1[C:7]([C:8]2[S:9][CH:10]=[CH:11][CH:12]=2)=[N:6][N:5]=[C:4]1[S:13][CH3:14])[CH3:2].OO.[OH-:17].[Na+].C(O)(=[O:21])C. No catalyst specified. The product is [CH2:1]([N:3]1[C:7]([C:8]2[S:9][CH:10]=[CH:11][CH:12]=2)=[N:6][N:5]=[C:4]1[S:13]([CH3:14])(=[O:21])=[O:17])[CH3:2]. The yield is 0.600. (6) The reactants are [NH2:1][C:2]1[C:7]([NH2:8])=[C:6]([NH:9][C@@H:10]2[C@@H:15]3[CH2:16][C@@H:12]([CH:13]=[CH:14]3)[C@@H:11]2[C:17]([NH2:19])=[O:18])[C:5]([Br:20])=[CH:4][N:3]=1.[S:21]1[CH:25]=[CH:24][C:23]([CH:26]=O)=[CH:22]1. No catalyst specified. The product is [Br:20][C:5]1[C:6]([NH:9][C@@H:10]2[C@@H:15]3[CH2:16][C@@H:12]([CH:13]=[CH:14]3)[C@@H:11]2[C:17]([NH2:19])=[O:18])=[C:7]2[N:8]=[C:26]([C:23]3[CH:24]=[CH:25][S:21][CH:22]=3)[NH:1][C:2]2=[N:3][CH:4]=1. The yield is 0.270. (7) The product is [CH:7]1([C:10]([C@H:12]2[CH2:16][O:15][C:14]([CH3:18])([CH3:17])[N:13]2[C:19]([O:21][C:22]([CH3:25])([CH3:24])[CH3:23])=[O:20])=[CH2:1])[CH2:9][CH2:8]1. The catalyst is CCOCC.[Br-].C[P+](C1C=CC=CC=1)(C1C=CC=CC=1)C1C=CC=CC=1. The reactants are [CH3:1]C(C)([O-])C.[K+].[CH:7]1([C:10]([C@H:12]2[CH2:16][O:15][C:14]([CH3:18])([CH3:17])[N:13]2[C:19]([O:21][C:22]([CH3:25])([CH3:24])[CH3:23])=[O:20])=O)[CH2:9][CH2:8]1. The yield is 0.890. (8) The reactants are S(OOS([O-])(=O)=O)([O-])(=O)=O.[NH4+].[NH4+].[C:13](#[N:20])[C:14]1[CH:19]=[CH:18][N:17]=[CH:16][CH:15]=1.S(=O)(=O)(O)O.[OH-:26].[NH4+].[CH3:28]O. The yield is 0.280. The catalyst is C(Cl)(Cl)Cl.O. The product is [OH:26][CH2:28][C:16]1[CH:15]=[C:14]([CH:19]=[CH:18][N:17]=1)[C:13]#[N:20]. (9) The reactants are [CH3:1][O:2][C:3]([C:5]1[S:6][C:7]([Br:30])=[CH:8][C:9]=1[N:10]([CH:20]1[CH2:29][CH2:28][C:23]2(OCC[O:24]2)[CH2:22][CH2:21]1)[C:11]([C@H:13]1[CH2:18][CH2:17][C@H:16]([CH3:19])[CH2:15][CH2:14]1)=[O:12])=[O:4].Cl. The catalyst is O1CCCC1. The product is [CH3:1][O:2][C:3]([C:5]1[S:6][C:7]([Br:30])=[CH:8][C:9]=1[N:10]([C:11]([C@H:13]1[CH2:14][CH2:15][C@H:16]([CH3:19])[CH2:17][CH2:18]1)=[O:12])[CH:20]1[CH2:29][CH2:28][C:23](=[O:24])[CH2:22][CH2:21]1)=[O:4]. The yield is 0.950.